Dataset: Reaction yield outcomes from USPTO patents with 853,638 reactions. Task: Predict the reaction yield, written as a fraction of the theoretical maximum amount of product (1.0 means a 100% yield; for example, 0.34 means a 34% yield). (1) The reactants are CCCCCC.Br[C:8]1[CH:13]=[CH:12][C:11]([O:14][CH2:15][CH3:16])=[CH:10][CH:9]=1.[Br:17][C:18]1[CH:19]=[C:20]([CH:23]=[CH:24][CH:25]=1)[CH:21]=[O:22].[Cl-].[NH4+]. The catalyst is O1CCCC1. The product is [Br:17][C:18]1[CH:19]=[C:20]([CH:21]([C:8]2[CH:13]=[CH:12][C:11]([O:14][CH2:15][CH3:16])=[CH:10][CH:9]=2)[OH:22])[CH:23]=[CH:24][CH:25]=1. The yield is 0.900. (2) The reactants are [C:1]([O:5][C:6](=[O:21])[CH2:7][C@@H:8]([CH2:17][N:18]=[N+]=[N-])[CH2:9][C@H:10]([CH3:16])[CH2:11][CH2:12][CH2:13][CH2:14][CH3:15])([CH3:4])([CH3:3])[CH3:2].[H][H]. The catalyst is C1COCC1.[Pd]. The product is [C:1]([O:5][C:6](=[O:21])[CH2:7][C@@H:8]([CH2:17][NH2:18])[CH2:9][C@H:10]([CH3:16])[CH2:11][CH2:12][CH2:13][CH2:14][CH3:15])([CH3:2])([CH3:4])[CH3:3]. The yield is 0.710. (3) The reactants are [O:1]([CH3:11])[CH:2]1[O:8][C@@H:7]([CH2:9][OH:10])[C@@H:5]([OH:6])[C@@H:3]1O.[H-].[Na+].[CH2:14](Br)[C:15]1[CH:20]=[CH:19][CH:18]=[CH:17][CH:16]=1.[CH3:22][OH:23]. The catalyst is O1CCCC1.[I-].C([N+](CCCC)(CCCC)CCCC)CCC. The product is [CH2:22]([O:23][C@H:3]1[C@H:5]([O:6][CH2:14][C:15]2[CH:20]=[CH:19][CH:18]=[CH:17][CH:16]=2)[C@H:7]([CH2:9][O:10][CH2:14][C:15]2[CH:20]=[CH:19][CH:18]=[CH:17][CH:16]=2)[O:8][CH:2]1[O:1][CH3:11])[C:15]1[CH:20]=[CH:19][CH:18]=[CH:17][CH:16]=1. The yield is 0.870. (4) The reactants are CCCC[N+](CCCC)(CCCC)CCCC.[F-].[C:19]([O:23][C:24](=[O:40])[NH:25][N:26]1[CH2:31][CH2:30][CH:29]([O:32][Si](C(C)(C)C)(C)C)[CH2:28][CH2:27]1)([CH3:22])([CH3:21])[CH3:20]. The catalyst is C1COCC1. The product is [C:19]([O:23][C:24](=[O:40])[NH:25][N:26]1[CH2:27][CH2:28][CH:29]([OH:32])[CH2:30][CH2:31]1)([CH3:22])([CH3:20])[CH3:21]. The yield is 0.780. (5) The reactants are [CH:1]([C:3]1[CH:26]=[CH:25][C:6]([CH2:7][N:8]2[C:16]([O:17][CH3:18])=[N:15][C:14]3[C:9]2=[N:10][C:11]([O:20][CH2:21][CH2:22][O:23][CH3:24])=[N:12][C:13]=3[NH2:19])=[CH:5][CH:4]=1)=O.[C:27]([N:34]1[CH2:37][CH:36]([NH2:38])[CH2:35]1)([O:29][C:30]([CH3:33])([CH3:32])[CH3:31])=[O:28].C(O)(=O)C.C(O[BH-](OC(=O)C)OC(=O)C)(=O)C.[Na+].O.C(=O)(O)[O-].[Na+]. The catalyst is C(Cl)(Cl)Cl. The product is [C:30]([O:29][C:27]([N:34]1[CH2:37][CH:36]([NH:38][CH2:1][C:3]2[CH:4]=[CH:5][C:6]([CH2:7][N:8]3[C:16]([O:17][CH3:18])=[N:15][C:14]4[C:9]3=[N:10][C:11]([O:20][CH2:21][CH2:22][O:23][CH3:24])=[N:12][C:13]=4[NH2:19])=[CH:25][CH:26]=2)[CH2:35]1)=[O:28])([CH3:33])([CH3:31])[CH3:32]. The yield is 1.00.